From a dataset of Forward reaction prediction with 1.9M reactions from USPTO patents (1976-2016). Predict the product of the given reaction. (1) Given the reactants C(O[C:5]1[CH:13]=[CH:12][CH:11]=[CH:10][C:6]=1[C:7](Cl)=[O:8])(=O)C.[N-]=[N+]=[N-].[Na+].[N-]=[N+]=[N-].N1C=CC=C([N:27]=[C:28]=[O:29])C=1.[C:30](NN)(=O)C1C=CC=NC=1.C(N=[N+]=[N-])(=O)C1C=CC=NC=1.C(C1CN1)#N.N, predict the reaction product. The product is: [C:7]([C:6]1[CH:10]=[CH:11][CH:12]=[CH:13][C:5]=1[N:27]=[C:28]=[O:29])(=[O:8])[CH3:30]. (2) The product is: [Br-:1].[F:3][CH:4]1[N:8]([CH3:9])[CH2:7][CH2:6][NH+:5]1[CH3:10]. Given the reactants [Br-:1].[Na+].[F:3][CH:4]1[N:8]([CH3:9])[CH2:7][CH2:6][NH+:5]1[CH3:10].[Br-], predict the reaction product. (3) Given the reactants Cl[C:2]1[CH:11]=[C:10]([NH:12][C:13]2[CH:18]=[CH:17][C:16]([C:19]([F:22])([F:21])[F:20])=[CH:15][N:14]=2)[C:9]2[C:4](=[N:5][C:6](C3C(C(F)(F)F)=CC=CN=3)=[CH:7][CH:8]=2)[N:3]=1.C([O-])=O.[NH4+:36], predict the reaction product. The product is: [F:20][C:19]([F:22])([F:21])[C:16]1[C:15]([C:2]2[CH:11]=[C:10]([NH:12][C:13]3[CH:18]=[CH:17][C:16]([C:19]([F:21])([F:20])[F:22])=[CH:15][N:14]=3)[C:9]3[C:4](=[N:5][CH:6]=[CH:7][CH:8]=3)[N:3]=2)=[N:36][CH:13]=[CH:18][CH:17]=1. (4) Given the reactants [CH3:1][C:2]1[CH:7]=[C:6]([N:8]2[CH2:12][CH2:11][CH:10]([CH2:13][N:14]3[CH2:18][CH2:17][CH2:16][CH:15]3[CH3:19])[CH2:9]2)[CH:5]=[CH:4][C:3]=1[NH2:20].[CH3:21][O:22][C:23]1[CH:24]=[C:25]2[C:29](=[CH:30][CH:31]=1)[NH:28][C:27]([C:32](O)=[O:33])=[CH:26]2, predict the reaction product. The product is: [CH3:1][C:2]1[CH:7]=[C:6]([N:8]2[CH2:12][CH2:11][CH:10]([CH2:13][N:14]3[CH2:18][CH2:17][CH2:16][CH:15]3[CH3:19])[CH2:9]2)[CH:5]=[CH:4][C:3]=1[NH:20][C:32]([C:27]1[NH:28][C:29]2[C:25]([CH:26]=1)=[CH:24][C:23]([O:22][CH3:21])=[CH:31][CH:30]=2)=[O:33]. (5) Given the reactants C[O+](C)C.F[B-](F)(F)F.[CH3:10][CH2:11][C@@H:12]1[NH:55][C:53](=[O:54])[C@H:52]([C@H:56]([OH:63])[C@@H:57]([CH2:59]/[CH:60]=[CH:61]/[CH3:62])[CH3:58])[N:51]([CH3:64])[C:49](=[O:50])[C@H:48]([CH:65]([CH3:67])[CH3:66])[N:47]([CH3:68])[C:45](=[O:46])[C@H:44]([CH2:69][CH:70]([CH3:72])[CH3:71])[N:43]([CH3:73])[C:41](=[O:42])[C@H:40]([CH2:74][CH:75]([CH3:77])[CH3:76])[N:39]([CH3:78])[C:37](=[O:38])[C@@H:36]([CH3:79])[NH:35][C:33](=[O:34])[C@H:32]([CH3:80])[NH:31][C:29](=[O:30])[C@H:28]([CH2:81][CH:82]([CH3:84])[CH3:83])[N:27]([CH3:85])[C:25](=[O:26])[C@H:24]([CH:86]([CH3:88])[CH3:87])[NH:23][C:21](=[O:22])[C@H:20]([CH2:89][CH:90]([CH3:92])[CH3:91])[N:19]([CH3:93])[C:17](=[O:18])[CH2:16][N:15]([CH3:94])[C:13]1=[O:14].C([O-])(=O)C.C[O-].[Na+].S(=O)(=O)(O)O.C(=O)(O)[O-].[K+], predict the reaction product. The product is: [CH3:10][CH2:11][C@@H:12]1[NH:55][C:53](=[O:54])[C@H:52]([C@H:56]([OH:63])[C@@H:57]([CH2:59]/[CH:60]=[CH:61]/[CH3:62])[CH3:58])[N:51]([CH3:64])[C:49](=[O:50])[C@H:48]([CH:65]([CH3:66])[CH3:67])[N:47]([CH3:68])[C:45](=[O:46])[C@H:44]([CH2:69][CH:70]([CH3:71])[CH3:72])[N:43]([CH3:73])[C:41](=[O:42])[C@H:40]([CH2:74][CH:75]([CH3:77])[CH3:76])[N:39]([CH3:78])[C:37](=[O:38])[C@@H:36]([CH3:79])[NH:35][C:33](=[O:34])[C@H:32]([CH3:80])[NH:31][C:29](=[O:30])[C@H:28]([CH2:81][CH:82]([CH3:84])[CH3:83])[N:27]([CH3:85])[C:25](=[O:26])[C@H:24]([CH:86]([CH3:88])[CH3:87])[NH:23][C:21](=[O:22])[C@H:20]([CH2:89][CH:90]([CH3:92])[CH3:91])[N:19]([CH3:93])[C:17](=[O:18])[CH2:16][N:15]([CH3:94])[C:13]1=[O:14]. (6) Given the reactants [NH2:1][C:2]1[CH:18]=[CH:17][CH:16]=[CH:15][C:3]=1[C:4]([NH:6][C:7]1[CH:12]=[CH:11][C:10]([Cl:13])=[C:9]([Cl:14])[CH:8]=1)=[O:5].[CH2:19](OC(OCC)(OCC)C)[CH3:20], predict the reaction product. The product is: [CH3:19][C:20]1[N:6]([C:7]2[CH:12]=[CH:11][C:10]([Cl:13])=[C:9]([Cl:14])[CH:8]=2)[C:4](=[O:5])[C:3]2[C:2](=[CH:18][CH:17]=[CH:16][CH:15]=2)[N:1]=1. (7) The product is: [Cl:3][CH2:9][CH2:8][N:7]([CH2:11][CH2:20][Cl:21])[CH2:5][CH3:6]. Given the reactants S(Cl)([Cl:3])=O.[CH2:5]([N:7]([CH2:11]CO)[CH2:8][CH2:9]O)[CH3:6].C(=O)([O-])O.[Na+].Cl[CH2:20][Cl:21], predict the reaction product.